From a dataset of CYP2C19 inhibition data for predicting drug metabolism from PubChem BioAssay. Regression/Classification. Given a drug SMILES string, predict its absorption, distribution, metabolism, or excretion properties. Task type varies by dataset: regression for continuous measurements (e.g., permeability, clearance, half-life) or binary classification for categorical outcomes (e.g., BBB penetration, CYP inhibition). Dataset: cyp2c19_veith. (1) The drug is COC(=O)[C@@]1(Cc2ccc(F)cc2)[C@H]2c3cc(C(=O)N(C)C)n(Cc4cccc5ccccc45)c3C[C@H]2CN1C(=O)c1ccccc1. The result is 1 (inhibitor). (2) The molecule is C=Cn1ccnc1P(=S)(c1nccn1C=C)C1CCCCC1. The result is 1 (inhibitor). (3) The molecule is CC(=O)c1ccc(NC(=O)Cn2nc(C)cc2C)cc1. The result is 0 (non-inhibitor). (4) The molecule is CC(C)=C1C(=O)NN(c2ccc(F)c(Cl)c2)C1=O. The result is 0 (non-inhibitor).